Dataset: Reaction yield outcomes from USPTO patents with 853,638 reactions. Task: Predict the reaction yield, written as a fraction of the theoretical maximum amount of product (1.0 means a 100% yield; for example, 0.34 means a 34% yield). (1) The reactants are [Cl:1][C:2]1[C:11]2[C:6](=[CH:7][C:8]([OH:14])=[C:9]([O:12][CH3:13])[CH:10]=2)[N:5]=[CH:4][N:3]=1.O[CH2:16][CH2:17][CH2:18][N:19]1[CH2:24][CH2:23][N:22]([C:25]([O:27][C:28]([CH3:31])([CH3:30])[CH3:29])=[O:26])[CH2:21][CH2:20]1.C1(P(C2C=CC=CC=2)C2C=CC=CC=2)C=CC=CC=1.N(C(OC(C)C)=O)=NC(OC(C)C)=O. The catalyst is ClCCl. The product is [Cl:1][C:2]1[C:11]2[C:6](=[CH:7][C:8]([O:14][CH2:16][CH2:17][CH2:18][N:19]3[CH2:24][CH2:23][N:22]([C:25]([O:27][C:28]([CH3:29])([CH3:31])[CH3:30])=[O:26])[CH2:21][CH2:20]3)=[C:9]([O:12][CH3:13])[CH:10]=2)[N:5]=[CH:4][N:3]=1. The yield is 0.990. (2) The reactants are [CH3:1][O:2][C:3]1[C:8]2[N:9]=[C:10]([NH2:12])[S:11][C:7]=2[C:6]([N:13]2[CH2:18][CH2:17][O:16][CH2:15][CH2:14]2)=[CH:5][CH:4]=1.C(N(C(C)C)C(C)C)C.[Cl:28][C:29]1[CH:30]=[C:31]([CH:35]=[C:36]([CH3:38])[N:37]=1)[C:32](Cl)=[O:33].CO. The catalyst is C1COCC1.ClCCl. The product is [Cl:28][C:29]1[CH:30]=[C:31]([CH:35]=[C:36]([CH3:38])[N:37]=1)[C:32]([NH:12][C:10]1[S:11][C:7]2[C:6]([N:13]3[CH2:18][CH2:17][O:16][CH2:15][CH2:14]3)=[CH:5][CH:4]=[C:3]([O:2][CH3:1])[C:8]=2[N:9]=1)=[O:33]. The yield is 0.760. (3) The reactants are Cl[C:2]1[N:7]=[C:6]([NH:8][C:9]2[CH:14]=[CH:13][CH:12]=[C:11]([N+:15]([O-:17])=[O:16])[CH:10]=2)[C:5]([Cl:18])=[CH:4][N:3]=1.[CH3:19][C:20]1[CH:24]=[C:23]([NH2:25])[S:22][N:21]=1.Cl.C(=O)([O-])[O-].[Cs+].[Cs+]. The catalyst is O1CCOCC1. The product is [Cl:18][C:5]1[C:6]([NH:8][C:9]2[CH:14]=[CH:13][CH:12]=[C:11]([N+:15]([O-:17])=[O:16])[CH:10]=2)=[N:7][C:2]([NH:25][C:23]2[S:22][N:21]=[C:20]([CH3:19])[CH:24]=2)=[N:3][CH:4]=1. The yield is 0.471. (4) The reactants are [CH2:1]([O:3][C:4]([N:6]1[CH2:11][CH2:10][N:9]([C:12]([CH:14]([NH:23][C:24]([C:26]2[CH:35]=[C:34]([O:36][CH3:37])[C:33]3[C:28](=[CH:29][CH:30]=[CH:31][CH:32]=3)[N:27]=2)=[O:25])[CH2:15][C:16]2[CH:21]=[CH:20][CH:19]=[CH:18][C:17]=2[OH:22])=[O:13])[CH2:8][CH2:7]1)=[O:5])[CH3:2].Br[CH2:39][C:40]([O:42][CH2:43][CH3:44])=[O:41]. The catalyst is CN(C=O)C. The product is [CH2:1]([O:3][C:4]([N:6]1[CH2:7][CH2:8][N:9]([C:12]([CH:14]([NH:23][C:24]([C:26]2[CH:35]=[C:34]([O:36][CH3:37])[C:33]3[C:28](=[CH:29][CH:30]=[CH:31][CH:32]=3)[N:27]=2)=[O:25])[CH2:15][C:16]2[CH:21]=[CH:20][CH:19]=[CH:18][C:17]=2[O:22][CH2:39][C:40]([O:42][CH2:43][CH3:44])=[O:41])=[O:13])[CH2:10][CH2:11]1)=[O:5])[CH3:2]. The yield is 0.600.